This data is from Catalyst prediction with 721,799 reactions and 888 catalyst types from USPTO. The task is: Predict which catalyst facilitates the given reaction. (1) The catalyst class is: 1. Product: [F:15][C:16]1[CH:21]=[CH:20][C:19]([CH:22]([OH:26])[C:23]2[N:6]=[C:4]([OH:5])[C:3]3[C:2](=[CH:10][C:9]([C:11]([F:12])([F:13])[F:14])=[CH:8][CH:7]=3)[N:1]=2)=[CH:18][CH:17]=1. Reactant: [NH2:1][C:2]1[CH:10]=[C:9]([C:11]([F:14])([F:13])[F:12])[CH:8]=[CH:7][C:3]=1[C:4]([NH2:6])=[O:5].[F:15][C:16]1[CH:21]=[CH:20][C:19]([CH:22]2[O:26]C(=O)O[C:23]2=O)=[CH:18][CH:17]=1.C[O-].[Na+].CO. (2) Reactant: C1(P(C2C=CC=CC=2)C2C=CC=CC=2)C=CC=CC=1.[CH3:20][O:21][C:22](=[O:32])[C:23]1[CH:28]=[CH:27][C:26]([O:29][CH3:30])=[C:25]([OH:31])[CH:24]=1.CCOC(/N=N/C(OCC)=O)=O.[Cl:45][C:46]1[CH:51]=[C:50]([Cl:52])[CH:49]=[CH:48][C:47]=1[CH2:53][CH2:54]O. Product: [CH3:20][O:21][C:22](=[O:32])[C:23]1[CH:28]=[CH:27][C:26]([O:29][CH3:30])=[C:25]([O:31][CH2:54][CH2:53][C:47]2[CH:48]=[CH:49][C:50]([Cl:52])=[CH:51][C:46]=2[Cl:45])[CH:24]=1. The catalyst class is: 1. (3) Reactant: [C:1]([SH:5])([CH3:4])([CH3:3])[CH3:2].Cl[C:7]([O:9][CH:10]([Cl:12])[CH3:11])=[O:8].CN1CCOCC1. Product: [C:7](=[O:8])([S:5][C:1]([CH3:4])([CH3:3])[CH3:2])[O:9][CH:10]([Cl:12])[CH3:11]. The catalyst class is: 2. (4) Reactant: [CH2:1]([CH:3]([CH2:12][CH3:13])[C@@H:4]([C:8]([O:10][CH3:11])=[O:9])[NH:5]C=O)[CH3:2].C([Cl:17])(=O)C. Product: [ClH:17].[CH2:12]([CH:3]([CH2:1][CH3:2])[C@@H:4]([C:8]([O:10][CH3:11])=[O:9])[NH2:5])[CH3:13]. The catalyst class is: 5.